This data is from Human Reference Interactome with 51,813 positive PPI pairs across 8,248 proteins, plus equal number of experimentally-validated negative pairs. The task is: Binary Classification. Given two protein amino acid sequences, predict whether they physically interact or not. (1) Protein 1 (ENSG00000153914) has sequence MNSGGGFGLGLGFGLTPTSVIQVTNLSSAVTSEQMRTLFSFLGEIEELRLYPPDNAPLAFSSKVCYVKFRDPSSVGVAQHLTNTVFIDRALIVVPCAEGKIPEESKALSLLAPAPTMTSLMPGAGLLPIPTPNPLTTLGVSLSSLGAIPAAALDPNIATLGEIPQPPLMGNVDPSKIDEIRRTVYVGNLNSQTTTADQLLEFFKQVGEVKFVRMAGDETQPTRFAFVEFADQNSVPRALAFNGVMFGDRPLKINHSNNAIVKPPEMTPQAAAKELEEVMKRVREAQSFISAAIEPESGKS.... Protein 2 (ENSG00000158062) has sequence MSSPLASLSKTRKVPLPSEPMNPGRRGIRIYGDEDEVDMLSDGCGSEEKISVPSCYGGIGAPVSRQGDSLAPPEVDFDRLLASLQDLSELVVEGDTQVTPVPGGARLRTLEPIPLKLYRNGIMMFDGPFQPFYDPSTQRCLRDILDGFFPSELQRLYPNGVPFKVSDLRNQVYLEDGLDPFPGEGRVVGRQLMHKALDRVEEHPGSRMTAEKFLNRLPKFVIRQGEVIDIRGPIRDTLQNCCPLPARIQEIVVETPTLAAERERSQESPNTPAPPLSMLRIKSENGEQAFLLMMQPDNTI.... Result: 0 (the proteins do not interact). (2) Protein 1 (ENSG00000114030) has sequence MTTPGKENFRLKSYKNKSLNPDEMRRRREEEGLQLRKQKREEQLFKRRNVATAEEETEEEVMSDGGFHEAQISNMEMAPGGVITSDMIEMIFSKSPEQQLSATQKFRKLLSKEPNPPIDEVISTPGVVARFVEFLKRKENCTLQFESAWVLTNIASGNSLQTRIVIQAGAVPIFIELLSSEFEDVQEQAVWALGNIAGDSTMCRDYVLDCNILPPLLQLFSKQNRLTMTRNAVWALSNLCRGKSPPPEFAKVSPCLNVLSWLLFVSDTDVLADACWALSYLSDGPNDKIQAVIDAGVCRR.... Protein 2 (ENSG00000028277) has sequence MVHSSMGAPEIRMSKPLEAEKQGLDSPSEHTDTERNGPDTNHQNPQNKTSPFSVSPTGPSTKIKAEDPSGDSAPAAPLPPQPAQPHLPQAQLMLTGSQLAGDIQQLLQLQQLVLVPGHHLQPPAQFLLPQAQQSQPGLLPTPNLFQLPQQTQGALLTSQPRAGLPTQPPKCLEPPSHPEEPSDLEELEQFARTFKQRRIKLGFTQGDVGLAMGKLYGNDFSQTTISRFEALNLSFKNMCKLKPLLEKWLNDAETMSVDSSLPSPNQLSSPSLGFDGLPGRRRKKRTSIETNVRFALEKSF.... Result: 0 (the proteins do not interact).